This data is from Reaction yield outcomes from USPTO patents with 853,638 reactions. The task is: Predict the reaction yield, written as a fraction of the theoretical maximum amount of product (1.0 means a 100% yield; for example, 0.34 means a 34% yield). (1) The reactants are NCCN(CC)CCOC1C(F)=NC=CC=1.IC1C=CC2N(C=C(C(OCC)=O)N=2)C=1.[CH2:32]([N:34]([CH2:45][CH2:46][NH:47][C:48]([C:50]1[CH:59]=[N:58][C:57]2[C:52](=[CH:53][CH:54]=[C:55]([I:60])C=2)[N:51]=1)=[O:49])[CH2:35][CH2:36][O:37][C:38]1[C:39]([F:44])=[N:40][CH:41]=[CH:42][CH:43]=1)[CH3:33]. No catalyst specified. The product is [CH2:32]([N:34]([CH2:45][CH2:46][NH:47][C:48]([C:50]1[N:51]=[C:52]2[CH:53]=[CH:54][C:55]([I:60])=[CH:57][N:58]2[CH:59]=1)=[O:49])[CH2:35][CH2:36][O:37][C:38]1[C:39]([F:44])=[N:40][CH:41]=[CH:42][CH:43]=1)[CH3:33]. The yield is 0.580. (2) The reactants are [Br:1][C:2]1[CH:7]=[CH:6][C:5]([S:8][C:9]2[N:14]=[C:13]([CH3:15])[C:12]([CH2:16][OH:17])=[CH:11][CH:10]=2)=[CH:4][C:3]=1[CH3:18].[H-].[Na+].[CH3:21][O:22][CH2:23]Cl.C([O-])(O)=O.[Na+]. The catalyst is C1COCC1.[Cl-].[Na+].O. The product is [Br:1][C:2]1[CH:7]=[CH:6][C:5]([S:8][C:9]2[N:14]=[C:13]([CH3:15])[C:12]([CH2:16][O:17][CH2:21][O:22][CH3:23])=[CH:11][CH:10]=2)=[CH:4][C:3]=1[CH3:18]. The yield is 0.810. (3) The yield is 1.00. The product is [CH3:16][O:15][C:6]1[CH:5]=[C:4]([CH:9]=[C:8]([CH2:10][CH2:11][CH3:12])[C:7]=1[O:13][CH3:14])[CH2:3][OH:2]. The reactants are C[O:2][C:3](=O)[C:4]1[CH:9]=[C:8]([CH2:10][CH2:11][CH3:12])[C:7]([O:13][CH3:14])=[C:6]([O:15][CH3:16])[C:5]=1C.CC(C[AlH]CC(C)C)C.C(C(C(C([O-])=O)O)O)([O-])=O.[K+].[K+]. The catalyst is C(Cl)Cl. (4) The reactants are [NH:1]1[C:9]2[C:4](=[CH:5][CH:6]=[CH:7][CH:8]=2)[C:3]([CH2:10][CH2:11][C:12]([OH:14])=[O:13])=[CH:2]1.[H-].[Na+].Br[CH2:18][CH2:19][O:20][Si:21]([C:24]([CH3:27])([CH3:26])[CH3:25])([CH3:23])[CH3:22].S([O-])([O-])(=O)=O.[Na+].[Na+]. The catalyst is CN(C=O)C. The product is [Si:21]([O:20][CH2:19][CH2:18][N:1]1[C:9]2[C:4](=[CH:5][CH:6]=[CH:7][CH:8]=2)[C:3]([CH2:10][CH2:11][C:12]([OH:14])=[O:13])=[CH:2]1)([C:24]([CH3:27])([CH3:26])[CH3:25])([CH3:23])[CH3:22]. The yield is 0.430.